Dataset: Peptide-MHC class II binding affinity with 134,281 pairs from IEDB. Task: Regression. Given a peptide amino acid sequence and an MHC pseudo amino acid sequence, predict their binding affinity value. This is MHC class II binding data. (1) The peptide sequence is DDQITLFDKRLSDLV. The MHC is DRB1_0101 with pseudo-sequence DRB1_0101. The binding affinity (normalized) is 0.302. (2) The MHC is DRB1_0802 with pseudo-sequence DRB1_0802. The binding affinity (normalized) is 0.610. The peptide sequence is SHLIKIPLLIGYGNK.